Dataset: NCI-60 drug combinations with 297,098 pairs across 59 cell lines. Task: Regression. Given two drug SMILES strings and cell line genomic features, predict the synergy score measuring deviation from expected non-interaction effect. Drug 1: CN1CCC(CC1)COC2=C(C=C3C(=C2)N=CN=C3NC4=C(C=C(C=C4)Br)F)OC. Drug 2: COCCOC1=C(C=C2C(=C1)C(=NC=N2)NC3=CC=CC(=C3)C#C)OCCOC.Cl. Cell line: SN12C. Synergy scores: CSS=18.1, Synergy_ZIP=-1.99, Synergy_Bliss=2.84, Synergy_Loewe=0.946, Synergy_HSA=4.31.